This data is from Full USPTO retrosynthesis dataset with 1.9M reactions from patents (1976-2016). The task is: Predict the reactants needed to synthesize the given product. Given the product [NH2:25][C:22]1[CH:23]=[CH:24][C:19]([O:18][CH2:17][C:16]([O:15][CH2:14][CH2:13][O:12][C:10](=[O:11])[CH2:9][O:8][C:7]2[CH:6]=[CH:5][C:4]([NH2:1])=[CH:30][CH:29]=2)=[O:28])=[CH:20][CH:21]=1, predict the reactants needed to synthesize it. The reactants are: [N+:1]([C:4]1[CH:30]=[CH:29][C:7]([O:8][CH2:9][C:10]([O:12][CH2:13][CH2:14][O:15][C:16](=[O:28])[CH2:17][O:18][C:19]2[CH:24]=[CH:23][C:22]([N+:25]([O-])=O)=[CH:21][CH:20]=2)=[O:11])=[CH:6][CH:5]=1)([O-])=O.